This data is from Catalyst prediction with 721,799 reactions and 888 catalyst types from USPTO. The task is: Predict which catalyst facilitates the given reaction. (1) Reactant: [NH2:1][C:2]1[CH:23]=[CH:22][C:5]([CH2:6][C:7]2[C:15]3[C:10](=[CH:11][CH:12]=[CH:13][CH:14]=3)[N:9]([CH2:16][C:17]([O:19][CH2:20][CH3:21])=[O:18])[N:8]=2)=[CH:4][CH:3]=1.C(N(CC)CC)C.[Cl:31][C:32]1[CH:40]=[CH:39][C:35]([C:36](Cl)=[O:37])=[CH:34][CH:33]=1.O. Product: [Cl:31][C:32]1[CH:40]=[CH:39][C:35]([C:36]([NH:1][C:2]2[CH:3]=[CH:4][C:5]([CH2:6][C:7]3[C:15]4[C:10](=[CH:11][CH:12]=[CH:13][CH:14]=4)[N:9]([CH2:16][C:17]([O:19][CH2:20][CH3:21])=[O:18])[N:8]=3)=[CH:22][CH:23]=2)=[O:37])=[CH:34][CH:33]=1. The catalyst class is: 4. (2) Reactant: [CH2:1]([O:4][C:5]1[S:6][C:7]([CH:10]=[C:11]([C:14]#[N:15])[C:12]#[N:13])=[CH:8][N:9]=1)[C:2]#[CH:3].[BH4-].[Na+].Cl. Product: [CH2:1]([O:4][C:5]1[S:6][C:7]([CH2:10][CH:11]([C:12]#[N:13])[C:14]#[N:15])=[CH:8][N:9]=1)[C:2]#[CH:3]. The catalyst class is: 8.